Dataset: Forward reaction prediction with 1.9M reactions from USPTO patents (1976-2016). Task: Predict the product of the given reaction. (1) Given the reactants [F:1][CH:2]([F:23])[O:3][C:4]1[C:5]([OH:22])=[C:6]([C:12]2[CH:20]=[CH:19][CH:18]=[C:17]3[C:13]=2[CH2:14][CH2:15][C:16]3=[O:21])[CH:7]=[CH:8][C:9]=1[O:10][CH3:11].C(=O)([O-])[O-].[K+].[K+].[CH2:30](Br)[CH:31]([CH3:33])[CH3:32], predict the reaction product. The product is: [F:1][CH:2]([F:23])[O:3][C:4]1[C:5]([O:22][CH2:30][CH:31]([CH3:33])[CH3:32])=[C:6]([C:12]2[CH:20]=[CH:19][CH:18]=[C:17]3[C:13]=2[CH2:14][CH2:15][C:16]3=[O:21])[CH:7]=[CH:8][C:9]=1[O:10][CH3:11]. (2) Given the reactants [CH:1]([C:4]1[C:5]([S:14][C:15]#[N:16])=[CH:6][C:7]([N+:11]([O-])=O)=[C:8]([NH2:10])[CH:9]=1)([CH3:3])[CH3:2].[H][H], predict the reaction product. The product is: [CH:1]([C:4]1[CH:9]=[C:8]([NH2:10])[C:7]([NH2:11])=[CH:6][C:5]=1[S:14][C:15]#[N:16])([CH3:3])[CH3:2]. (3) Given the reactants [NH2:1][C:2]1[CH:7]=[C:6]([C:8]([O:10]CC)=[CH2:9])[N:5]=[C:4]([C:13]([O:15][CH3:16])=[O:14])[C:3]=1[O:17][CH3:18].Cl, predict the reaction product. The product is: [C:8]([C:6]1[N:5]=[C:4]([C:13]([O:15][CH3:16])=[O:14])[C:3]([O:17][CH3:18])=[C:2]([NH2:1])[CH:7]=1)(=[O:10])[CH3:9]. (4) Given the reactants [Cl:1][C:2]1[CH:3]=[C:4]([NH:9][CH2:10][C:11]2[CH:16]=[CH:15][C:14]([F:17])=[CH:13][CH:12]=2)[CH:5]=[CH:6][C:7]=1[Cl:8].[CH3:18][C:19]1([CH3:29])[O:23][C:22](=[O:24])/[C:21](=[CH:25]/[C:26](Cl)=[O:27])/[O:20]1, predict the reaction product. The product is: [Cl:1][C:2]1[CH:3]=[C:4]([N:9]([CH2:10][C:11]2[CH:16]=[CH:15][C:14]([F:17])=[CH:13][CH:12]=2)[C:26](=[O:27])[CH:25]=[C:21]2[C:22](=[O:24])[O:23][C:19]([CH3:18])([CH3:29])[O:20]2)[CH:5]=[CH:6][C:7]=1[Cl:8]. (5) Given the reactants [F:1][C:2]1[CH:3]=[C:4]([CH2:19][OH:20])[CH:5]=[CH:6][C:7]=1[O:8][C:9]1[CH:10]=[N:11][C:12]([C:15]([F:18])([F:17])[F:16])=[CH:13][CH:14]=1.Cl[C:22]1[CH:34]=[C:26]2[N:27]([CH:31]([CH3:33])[CH3:32])[CH2:28][CH2:29][CH2:30][N:25]2[C:24](=[O:35])[N:23]=1.[H-].[Na+], predict the reaction product. The product is: [F:1][C:2]1[CH:3]=[C:4]([CH:5]=[CH:6][C:7]=1[O:8][C:9]1[CH:10]=[N:11][C:12]([C:15]([F:16])([F:17])[F:18])=[CH:13][CH:14]=1)[CH2:19][O:20][C:22]1[CH:34]=[C:26]2[N:27]([CH:31]([CH3:32])[CH3:33])[CH2:28][CH2:29][CH2:30][N:25]2[C:24](=[O:35])[N:23]=1.